Task: Binary Classification. Given a miRNA mature sequence and a target amino acid sequence, predict their likelihood of interaction.. Dataset: Experimentally validated miRNA-target interactions with 360,000+ pairs, plus equal number of negative samples The miRNA is hsa-miR-548aa with sequence AAAAACCACAAUUACUUUUGCACCA. The protein sequence of the target gene is MFSCCFPTSRGCCFRNGGSESLFRQCRRRLIPHPRRLWPFVRRRTQVPQDSPGQALAGQATPEIPSGLPLHIVLVQEEIREPMEAQTHAPGPYADIAALAAPAVEPKPAWEEPPPERALEVEGAPAKDQPSQELPEIMAPTVATGLNAGAENVAGERSGREGVTSTAPASRSHAAPSPGHGGKHGGGDQGIQTGLLYLAGERLLSFAGTTALLLQGLFIVLILVGYISVKVMLKSIKTRLGRRVPAAPPALRRNLLLQAWKCVCNWASRLFAPNVLPRTGS. Result: 0 (no interaction).